Dataset: NCI-60 drug combinations with 297,098 pairs across 59 cell lines. Task: Regression. Given two drug SMILES strings and cell line genomic features, predict the synergy score measuring deviation from expected non-interaction effect. (1) Drug 1: CC1=C(C=C(C=C1)C(=O)NC2=CC(=CC(=C2)C(F)(F)F)N3C=C(N=C3)C)NC4=NC=CC(=N4)C5=CN=CC=C5. Drug 2: C(CC(=O)O)C(=O)CN.Cl. Cell line: SK-MEL-2. Synergy scores: CSS=16.7, Synergy_ZIP=-2.16, Synergy_Bliss=-4.05, Synergy_Loewe=-2.86, Synergy_HSA=-5.77. (2) Drug 1: CC1=C(C=C(C=C1)NC(=O)C2=CC=C(C=C2)CN3CCN(CC3)C)NC4=NC=CC(=N4)C5=CN=CC=C5. Drug 2: C1=NC2=C(N1)C(=S)N=CN2. Cell line: SNB-75. Synergy scores: CSS=25.6, Synergy_ZIP=0.500, Synergy_Bliss=2.16, Synergy_Loewe=-11.2, Synergy_HSA=2.72. (3) Drug 1: CN(C)C1=NC(=NC(=N1)N(C)C)N(C)C. Drug 2: C(CCl)NC(=O)N(CCCl)N=O. Cell line: UO-31. Synergy scores: CSS=-3.47, Synergy_ZIP=0.746, Synergy_Bliss=-1.57, Synergy_Loewe=-2.80, Synergy_HSA=-3.19. (4) Drug 1: CN1CCC(CC1)COC2=C(C=C3C(=C2)N=CN=C3NC4=C(C=C(C=C4)Br)F)OC. Drug 2: CCCCC(=O)OCC(=O)C1(CC(C2=C(C1)C(=C3C(=C2O)C(=O)C4=C(C3=O)C=CC=C4OC)O)OC5CC(C(C(O5)C)O)NC(=O)C(F)(F)F)O. Cell line: HCT116. Synergy scores: CSS=1.28, Synergy_ZIP=-2.04, Synergy_Bliss=-1.62, Synergy_Loewe=-1.90, Synergy_HSA=-1.88. (5) Drug 1: COC1=C(C=C2C(=C1)N=CN=C2NC3=CC(=C(C=C3)F)Cl)OCCCN4CCOCC4. Drug 2: COCCOC1=C(C=C2C(=C1)C(=NC=N2)NC3=CC=CC(=C3)C#C)OCCOC.Cl. Cell line: MDA-MB-231. Synergy scores: CSS=16.5, Synergy_ZIP=-1.66, Synergy_Bliss=2.59, Synergy_Loewe=3.09, Synergy_HSA=3.62. (6) Drug 1: C1CN1C2=NC(=NC(=N2)N3CC3)N4CC4. Drug 2: C1C(C(OC1N2C=NC3=C2NC=NCC3O)CO)O. Cell line: MOLT-4. Synergy scores: CSS=67.6, Synergy_ZIP=3.10, Synergy_Bliss=2.83, Synergy_Loewe=-13.6, Synergy_HSA=3.03. (7) Drug 1: CCCS(=O)(=O)NC1=C(C(=C(C=C1)F)C(=O)C2=CNC3=C2C=C(C=N3)C4=CC=C(C=C4)Cl)F. Drug 2: C(=O)(N)NO. Cell line: HS 578T. Synergy scores: CSS=-11.7, Synergy_ZIP=4.31, Synergy_Bliss=5.89, Synergy_Loewe=-2.53, Synergy_HSA=-0.799. (8) Drug 1: CCCCCOC(=O)NC1=NC(=O)N(C=C1F)C2C(C(C(O2)C)O)O. Drug 2: CC1=C(N=C(N=C1N)C(CC(=O)N)NCC(C(=O)N)N)C(=O)NC(C(C2=CN=CN2)OC3C(C(C(C(O3)CO)O)O)OC4C(C(C(C(O4)CO)O)OC(=O)N)O)C(=O)NC(C)C(C(C)C(=O)NC(C(C)O)C(=O)NCCC5=NC(=CS5)C6=NC(=CS6)C(=O)NCCC[S+](C)C)O. Cell line: IGROV1. Synergy scores: CSS=15.4, Synergy_ZIP=-6.40, Synergy_Bliss=1.21, Synergy_Loewe=-15.2, Synergy_HSA=-0.331. (9) Drug 1: CCCS(=O)(=O)NC1=C(C(=C(C=C1)F)C(=O)C2=CNC3=C2C=C(C=N3)C4=CC=C(C=C4)Cl)F. Drug 2: C1CC(=O)NC(=O)C1N2CC3=C(C2=O)C=CC=C3N. Cell line: NCIH23. Synergy scores: CSS=0.959, Synergy_ZIP=1.82, Synergy_Bliss=0.402, Synergy_Loewe=-2.39, Synergy_HSA=-3.22.